This data is from Peptide-MHC class I binding affinity with 185,985 pairs from IEDB/IMGT. The task is: Regression. Given a peptide amino acid sequence and an MHC pseudo amino acid sequence, predict their binding affinity value. This is MHC class I binding data. The peptide sequence is VDSQYVMGI. The MHC is Mamu-A11 with pseudo-sequence Mamu-A11. The binding affinity (normalized) is 0.903.